This data is from Reaction yield outcomes from USPTO patents with 853,638 reactions. The task is: Predict the reaction yield, written as a fraction of the theoretical maximum amount of product (1.0 means a 100% yield; for example, 0.34 means a 34% yield). The reactants are [CH2:1]([OH:6])[C:2]#[C:3][CH2:4]O.[C:7]1(P(C2C=CC=CC=2)C2C=CC=CC=2)C=CC=CC=1.N=[N+]=[N-].[N:29]([C:37]([O:39][CH:40]([CH3:42])[CH3:41])=[O:38])=[N:29][C:37]([O:39][CH:40]([CH3:42])[CH3:41])=[O:38].Cl.C(=O)([O-])[O-].[K+].[K+].C(OC(OC(C)(C)C)=O)(OC(C)(C)C)=O. The catalyst is O1CCCC1.[Cl-].[Na+].O.ClCCl.O. The product is [C:40]([O:39][C:37]([NH:29][CH2:4][C:3]#[C:2][CH2:1][OH:6])=[O:38])([CH3:42])([CH3:7])[CH3:41]. The yield is 0.500.